Dataset: Catalyst prediction with 721,799 reactions and 888 catalyst types from USPTO. Task: Predict which catalyst facilitates the given reaction. (1) Reactant: [O:1]1[CH2:6][CH2:5][CH:4]([C@H:7]2[CH2:19][C:18]3[C:17]4[C:12](=[CH:13][CH:14]=[C:15]([C:20]([O:22][CH3:23])=[O:21])[CH:16]=4)[NH:11][C:10]=3[CH2:9][CH2:8]2)[CH2:3][CH2:2]1.[H-].[Na+].[CH2:26]([S:28](Cl)(=[O:30])=[O:29])[CH3:27]. The catalyst class is: 3. Product: [CH2:26]([S:28]([N:11]1[C:10]2[CH2:9][CH2:8][C@@H:7]([CH:4]3[CH2:3][CH2:2][O:1][CH2:6][CH2:5]3)[CH2:19][C:18]=2[C:17]2[C:12]1=[CH:13][CH:14]=[C:15]([C:20]([O:22][CH3:23])=[O:21])[CH:16]=2)(=[O:30])=[O:29])[CH3:27]. (2) Reactant: [CH3:1][O:2][C:3]1[CH:4]=[C:5]([NH:11][C:12]2[C:13]3[N:39]=[CH:38][S:37][C:14]=3[N:15]=[C:16]([N:18]3[CH2:23][CH2:22][CH2:21][CH:20]([NH:24][C:25]([C:27]4[CH:36]=[CH:35][C:30]([C:31]([O:33]C)=[O:32])=[CH:29][CH:28]=4)=[O:26])[CH2:19]3)[N:17]=2)[CH:6]=[CH:7][C:8]=1[O:9][CH3:10].O[Li].O. Product: [CH3:1][O:2][C:3]1[CH:4]=[C:5]([NH:11][C:12]2[C:13]3[N:39]=[CH:38][S:37][C:14]=3[N:15]=[C:16]([N:18]3[CH2:23][CH2:22][CH2:21][CH:20]([NH:24][C:25]([C:27]4[CH:36]=[CH:35][C:30]([C:31]([OH:33])=[O:32])=[CH:29][CH:28]=4)=[O:26])[CH2:19]3)[N:17]=2)[CH:6]=[CH:7][C:8]=1[O:9][CH3:10]. The catalyst class is: 799. (3) Reactant: C([O:3][C:4]([C:6]1[C:7](=[O:37])[C:8]2[CH:13]=[N:12][C:11]([NH:14][C:15]3[CH:20]=[CH:19][CH:18]=[C:17]([C:21](=[O:25])[N:22]([CH3:24])[CH3:23])[CH:16]=3)=[N:10][C:9]=2[N:26]([C:28]2[CH:29]=[C:30]3[C:34](=[CH:35][CH:36]=2)[CH2:33][CH2:32][CH2:31]3)[CH:27]=1)=O)C.[CH3:38][NH2:39]. Product: [CH3:38][NH:39][C:4]([C:6]1[C:7](=[O:37])[C:8]2[CH:13]=[N:12][C:11]([NH:14][C:15]3[CH:20]=[CH:19][CH:18]=[C:17]([C:21](=[O:25])[N:22]([CH3:24])[CH3:23])[CH:16]=3)=[N:10][C:9]=2[N:26]([C:28]2[CH:29]=[C:30]3[C:34](=[CH:35][CH:36]=2)[CH2:33][CH2:32][CH2:31]3)[CH:27]=1)=[O:3]. The catalyst class is: 5.